The task is: Predict the product of the given reaction.. This data is from Forward reaction prediction with 1.9M reactions from USPTO patents (1976-2016). (1) Given the reactants [Br:1][C:2]1[CH:10]=[C:9]([F:11])[CH:8]=[CH:7][C:3]=1[C:4]([OH:6])=[O:5].S(Cl)(Cl)=O.[CH2:16](O)[CH3:17], predict the reaction product. The product is: [Br:1][C:2]1[CH:10]=[C:9]([F:11])[CH:8]=[CH:7][C:3]=1[C:4]([O:6][CH2:16][CH3:17])=[O:5]. (2) Given the reactants Cl[C:2]1[C:3]([C:20]([NH2:22])=[O:21])=[N:4][C:5]([CH2:18][CH3:19])=[C:6]([O:8][C:9]2[CH:14]=[CH:13][CH:12]=[C:11]([N+:15]([O-:17])=[O:16])[CH:10]=2)[N:7]=1.[CH3:23][N:24]1[CH2:29][CH2:28][N:27]([C:30]2[CH:36]=[CH:35][C:33]([NH2:34])=[CH:32][CH:31]=2)[CH2:26][CH2:25]1.CS(O)(=O)=O.C(=O)([O-])O.[Na+], predict the reaction product. The product is: [CH2:18]([C:5]1[N:4]=[C:3]([C:20]([NH2:22])=[O:21])[C:2]([NH:34][C:33]2[CH:32]=[CH:31][C:30]([N:27]3[CH2:26][CH2:25][N:24]([CH3:23])[CH2:29][CH2:28]3)=[CH:36][CH:35]=2)=[N:7][C:6]=1[O:8][C:9]1[CH:14]=[CH:13][CH:12]=[C:11]([N+:15]([O-:17])=[O:16])[CH:10]=1)[CH3:19]. (3) Given the reactants [Cl:1][C:2]1[CH:10]=[N:9][CH:8]=[CH:7][C:3]=1[C:4]([OH:6])=[O:5].[CH2:11](O)[CH3:12].CCN(C(C)C)C(C)C, predict the reaction product. The product is: [CH2:11]([O:5][C:4](=[O:6])[C:3]1[CH:7]=[CH:8][N:9]=[CH:10][C:2]=1[Cl:1])[CH3:12].